From a dataset of Orexin1 receptor HTS with 218,158 compounds and 233 confirmed actives. Binary Classification. Given a drug SMILES string, predict its activity (active/inactive) in a high-throughput screening assay against a specified biological target. (1) The molecule is S(=O)(=O)(NCCC)c1ccc(OCC(=O)NCCCOC)cc1. The result is 0 (inactive). (2) The molecule is FC(F)C(N)(CCCN)C(O)=O. The result is 0 (inactive). (3) The compound is S(=N\S(=O)(=O)c1ccc(cc1)C)(/CCO)CCO. The result is 0 (inactive). (4) The drug is O(CC(=O)N(Cc1ccccc1)Cc1ccccc1)C(=O)c1cc(O)ccc1. The result is 0 (inactive). (5) The compound is s1c2c(CCC2)c2c1nc(SCC(=O)N)n(c2=O)CCCC. The result is 0 (inactive). (6) The molecule is S(=O)(=O)(Nc1c(cccc1)C)c1cc2c3N(CCC2)C(=O)Cc3c1. The result is 0 (inactive).